From a dataset of Catalyst prediction with 721,799 reactions and 888 catalyst types from USPTO. Predict which catalyst facilitates the given reaction. (1) Reactant: [C:1]([O:5][C:6]([N:8]1[CH2:13][CH2:12][O:11][CH2:10][CH:9]1[C:14]1[N:19]=[C:18]([OH:20])[C:17]([OH:21])=[C:16]([C:22]([O:24][CH3:25])=[O:23])[N:15]=1)=[O:7])([CH3:4])([CH3:3])[CH3:2].[C:26](O[C:26](=[O:33])[C:27]1[CH:32]=[CH:31][CH:30]=[CH:29][CH:28]=1)(=[O:33])[C:27]1[CH:32]=[CH:31][CH:30]=[CH:29][CH:28]=1. Product: [C:1]([O:5][C:6]([N:8]1[CH2:13][CH2:12][O:11][CH2:10][CH:9]1[C:14]1[N:19]=[C:18]([OH:20])[C:17]([O:21][C:26](=[O:33])[C:27]2[CH:32]=[CH:31][CH:30]=[CH:29][CH:28]=2)=[C:16]([C:22]([O:24][CH3:25])=[O:23])[N:15]=1)=[O:7])([CH3:4])([CH3:3])[CH3:2]. The catalyst class is: 17. (2) Reactant: [Cl:1][C:2]1[CH:3]=[C:4]([CH:9]2[C:18]3[C:13](=[CH:14][CH:15]=[CH:16][CH:17]=3)[CH:12](O)[CH2:11][CH2:10]2)[CH:5]=[CH:6][C:7]=1[Cl:8].S(=O)(=O)(O)O.CC(=O)OCC. Product: [Cl:1][C:2]1[CH:3]=[C:4]([CH:9]2[C:18]3[C:13](=[CH:14][CH:15]=[CH:16][CH:17]=3)[CH:12]=[CH:11][CH2:10]2)[CH:5]=[CH:6][C:7]=1[Cl:8]. The catalyst class is: 11. (3) Reactant: [CH3:1][O:2][C:3]([CH:5]1[CH2:9][CH2:8][CH:7]([O:10][CH3:11])[N:6]1[C:12]([O:14][C:15]([CH3:18])([CH3:17])[CH3:16])=[O:13])=[O:4].[CH2:19]([Si](C)(C)C)[CH:20]=C.B(F)(F)F.CCOCC. Product: [CH3:1][O:2][C:3]([CH:5]1[CH2:9][CH2:8][CH:7]([O:10][CH2:11][CH:19]=[CH2:20])[N:6]1[C:12]([O:14][C:15]([CH3:18])([CH3:17])[CH3:16])=[O:13])=[O:4]. The catalyst class is: 124.